Dataset: Experimentally validated miRNA-target interactions with 360,000+ pairs, plus equal number of negative samples. Task: Binary Classification. Given a miRNA mature sequence and a target amino acid sequence, predict their likelihood of interaction. The miRNA is rno-miR-26a-5p with sequence UUCAAGUAAUCCAGGAUAGGCU. The protein sequence of the target gene is MDRPDEGPPAKTRRLSSSESPQRDPPPPPPPPPLLRLPLPPPQQRPRLQEETEAAQVLADMRGVGLGPALPPPPPYVILEEGGIRAYFTLGAECPGWDSTIESGYGEAPPPTESLEALPTPEASGGSLEIDFQVVQSSSFGGEGALETCSAVGWAPQRLVDPKSKEEAIIIVEDEDEDERESMRSSRRRRRRRRRKQRKVKRESRERNAERMESILQALEDIQLDLEAVNIKAGKAFLRLKRKFIQMRRPFLERRDLIIQHIPGFWVKAFLNHPRISILINRRDEDIFRYLTNLQVQDLR.... Result: 0 (no interaction).